Dataset: Forward reaction prediction with 1.9M reactions from USPTO patents (1976-2016). Task: Predict the product of the given reaction. Given the reactants C(OC([N:8]1[CH:12]=[CH:11][C:10]([NH:13][C:14]([NH:16][C:17]2[CH:18]=[CH:19][CH:20]=[C:21]3[C:25]=2[CH:24]2[CH2:26][CH2:27][CH2:28][CH2:29][N:23]2[C:22]3=[O:30])=[O:15])=[N:9]1)=O)CCC, predict the reaction product. The product is: [O:30]=[C:22]1[C:21]2[C:25](=[C:17]([NH:16][C:14]([NH:13][C:10]3[CH:11]=[CH:12][NH:8][N:9]=3)=[O:15])[CH:18]=[CH:19][CH:20]=2)[CH:24]2[CH2:26][CH2:27][CH2:28][CH2:29][N:23]12.